This data is from Peptide-MHC class I binding affinity with 185,985 pairs from IEDB/IMGT. The task is: Regression. Given a peptide amino acid sequence and an MHC pseudo amino acid sequence, predict their binding affinity value. This is MHC class I binding data. (1) The peptide sequence is QILQPILQR. The MHC is HLA-A03:01 with pseudo-sequence HLA-A03:01. The binding affinity (normalized) is 0.397. (2) The peptide sequence is LMTHTWHAK. The MHC is HLA-A25:01 with pseudo-sequence HLA-A25:01. The binding affinity (normalized) is 0.0847. (3) The peptide sequence is FLLFLEITYT. The MHC is HLA-A02:01 with pseudo-sequence HLA-A02:01. The binding affinity (normalized) is 0.822. (4) The peptide sequence is LMSGRGIGK. The MHC is HLA-A03:01 with pseudo-sequence HLA-A03:01. The binding affinity (normalized) is 0.642. (5) The peptide sequence is VLMMRTTWA. The MHC is HLA-A02:01 with pseudo-sequence HLA-A02:01. The binding affinity (normalized) is 0.672. (6) The peptide sequence is GALDTTSYR. The MHC is HLA-A11:01 with pseudo-sequence HLA-A11:01. The binding affinity (normalized) is 0.698. (7) The MHC is HLA-A02:06 with pseudo-sequence HLA-A02:06. The peptide sequence is LAIKQYGDI. The binding affinity (normalized) is 0.0707. (8) The peptide sequence is GKVERMVQY. The MHC is HLA-B27:05 with pseudo-sequence HLA-B27:05. The binding affinity (normalized) is 0.0847. (9) The peptide sequence is TPMMRHTIE. The MHC is HLA-B08:01 with pseudo-sequence HLA-B08:01. The binding affinity (normalized) is 0.817. (10) The peptide sequence is HTPLFSFL. The MHC is H-2-Kb with pseudo-sequence H-2-Kb. The binding affinity (normalized) is 0.769.